From a dataset of Reaction yield outcomes from USPTO patents with 853,638 reactions. Predict the reaction yield, written as a fraction of the theoretical maximum amount of product (1.0 means a 100% yield; for example, 0.34 means a 34% yield). (1) The reactants are [C:1]1([C:7]([C:15]2[CH:20]=[CH:19][CH:18]=[CH:17][CH:16]=2)=[N:8][CH2:9][C:10]([O:12][CH2:13][CH3:14])=[O:11])[CH:6]=[CH:5][CH:4]=[CH:3][CH:2]=1.[Li+].CC([N-]C(C)C)C.C(C1C=CC=CC=1)C.[C:37]1([S:43]([O:46][C:47]2[CH:48]=[CH:49][C:50]([CH2:53]Br)=[N:51][CH:52]=2)(=[O:45])=[O:44])[CH:42]=[CH:41][CH:40]=[CH:39][CH:38]=1. The catalyst is C1COCC1.CCOCC.CCCCCC. The product is [C:1]1([C:7]([C:15]2[CH:20]=[CH:19][CH:18]=[CH:17][CH:16]=2)=[N:8][CH:9]([CH2:53][C:50]2[CH:49]=[CH:48][C:47]([O:46][S:43]([C:37]3[CH:38]=[CH:39][CH:40]=[CH:41][CH:42]=3)(=[O:45])=[O:44])=[CH:52][N:51]=2)[C:10]([O:12][CH2:13][CH3:14])=[O:11])[CH:2]=[CH:3][CH:4]=[CH:5][CH:6]=1. The yield is 0.720. (2) The reactants are Cl.[NH2:2][C:3]1[N:8]=[CH:7][C:6](/[CH:9]=[CH:10]/[C:11]([OH:13])=O)=[CH:5][CH:4]=1.Cl.Cl.[NH:16]1[CH2:19][CH:18]([O:20][CH2:21][C:22]2[CH:27]=[CH:26][N:25]=[CH:24][CH:23]=2)[CH2:17]1.CCN(C(C)C)C(C)C.CCN=C=NCCCN(C)C. The catalyst is CN(C=O)C.CN(C1C=CN=CC=1)C. The product is [O:13]=[C:11]([N:16]1[CH2:19][CH:18]([O:20][CH2:21][C:22]2[CH:27]=[CH:26][N:25]=[CH:24][CH:23]=2)[CH2:17]1)/[CH:10]=[CH:9]/[C:6]1[CH:5]=[CH:4][C:3]([NH2:2])=[N:8][CH:7]=1. The yield is 0.330. (3) The reactants are CC(OI1(OC(C)=O)(OC(C)=O)OC(=O)C2C=CC=CC1=2)=O.[OH:23][C@@H:24]1[C@@H:30]([NH:31][C:32]([C:34]2([NH:40][C:41]([C:43]3[O:44][C:45]4[CH:51]=[CH:50][CH:49]=[CH:48][C:46]=4[CH:47]=3)=[O:42])[CH2:39][CH2:38][CH2:37][CH2:36][CH2:35]2)=[O:33])[CH2:29][CH2:28][C@@H:27]([CH3:52])[N:26]([S:53]([C:56]2[CH:61]=[CH:60][CH:59]=[CH:58][N:57]=2)(=[O:55])=[O:54])[CH2:25]1. No catalyst specified. The product is [CH3:52][C@H:27]1[N:26]([S:53]([C:56]2[CH:61]=[CH:60][CH:59]=[CH:58][N:57]=2)(=[O:54])=[O:55])[CH2:25][C:24](=[O:23])[C@@H:30]([NH:31][C:32]([C:34]2([NH:40][C:41]([C:43]3[O:44][C:45]4[CH:51]=[CH:50][CH:49]=[CH:48][C:46]=4[CH:47]=3)=[O:42])[CH2:39][CH2:38][CH2:37][CH2:36][CH2:35]2)=[O:33])[CH2:29][CH2:28]1. The yield is 0.640. (4) The reactants are Br[C:2]1[CH:7]=[C:6]([C:8]([CH3:11])([CH3:10])[CH3:9])[C:5]([N+:12]([O-:14])=[O:13])=[CH:4][C:3]=1[NH2:15].CCN(CC)CC.[CH3:23][Si:24]([C:27]#[CH:28])([CH3:26])[CH3:25]. The catalyst is C1(C)C=CC=CC=1.O.Cl[Pd](Cl)([P](C1C=CC=CC=1)(C1C=CC=CC=1)C1C=CC=CC=1)[P](C1C=CC=CC=1)(C1C=CC=CC=1)C1C=CC=CC=1.[Cu]I. The product is [C:8]([C:6]1[C:5]([N+:12]([O-:14])=[O:13])=[CH:4][C:3]([NH:15][C:28]#[C:27][Si:24]([CH3:26])([CH3:25])[CH3:23])=[CH:2][CH:7]=1)([CH3:11])([CH3:10])[CH3:9]. The yield is 0.810. (5) The catalyst is C(#N)C.C(Cl)(Cl)Cl. The yield is 0.290. The product is [O:20]=[C:19]1[CH2:18][N:9]([C:28]([O:30][C:31]([CH3:34])([CH3:33])[CH3:32])=[O:29])[C@@H:5]2[CH2:4][O:3][CH2:7][C@@H:6]2[NH:8]1. The reactants are Cl.Cl.[O:3]1[CH2:7][C@@H:6]([NH2:8])[C@@H:5]([NH2:9])[CH2:4]1.C(N(CC)CC)C.Br[CH2:18][C:19](OC1C=CC=CC=1)=[O:20].[C:28](O[C:28]([O:30][C:31]([CH3:34])([CH3:33])[CH3:32])=[O:29])([O:30][C:31]([CH3:34])([CH3:33])[CH3:32])=[O:29]. (6) The reactants are COC1C=CC([C@@H:9]([N:11]([CH2:22][C:23]2[N:24]=[C:25]3[CH:30]=[CH:29][CH:28]=[C:27]([N:31]4[CH2:36][CH2:35][N:34]([CH3:37])[CH2:33][CH2:32]4)[N:26]3[CH:38]=2)[C@@H:12]2[C:21]3[N:20]=[CH:19][CH:18]=[CH:17][C:16]=3[CH2:15][CH2:14][CH2:13]2)C)=CC=1.[CH:39](=O)[C:40]1[C:41]([O:46][CH3:47])=[CH:42][CH:43]=[CH:44][CH:45]=1. No catalyst specified. The product is [N:24]1[C:41]2[C:40](=[CH:45][CH:44]=[CH:43][CH:42]=2)[CH:39]=[CH:30][C:25]=1[NH2:26].[CH3:47][O:46][C:41]1[CH:42]=[CH:43][CH:44]=[CH:45][C:40]=1[CH2:9][N:11]([CH2:22][C:23]1[N:24]=[C:25]2[CH:30]=[CH:29][CH:28]=[C:27]([N:31]3[CH2:36][CH2:35][N:34]([CH3:37])[CH2:33][CH2:32]3)[N:26]2[CH:38]=1)[C@@H:12]1[C:21]2[N:20]=[CH:19][CH:18]=[CH:17][C:16]=2[CH2:15][CH2:14][CH2:13]1. The yield is 0.680. (7) The reactants are [C:1]12([C:9](OC)=[O:10])[CH2:8][CH2:7][CH2:6][N:5]1[CH2:4][CH2:3][CH2:2]2.[H-].C([Al+]CC(C)C)C(C)C. The product is [C:1]12([CH:9]=[O:10])[CH2:8][CH2:7][CH2:6][N:5]1[CH2:4][CH2:3][CH2:2]2. The yield is 0.398. The catalyst is C1(C)C=CC=CC=1. (8) The reactants are C([Li])CCC.[Br:6][C:7]1[CH:12]=[CH:11][C:10](I)=[CH:9][CH:8]=1.[C:14]([N:21]1[CH2:26][CH2:25][CH2:24][C:23](=[O:27])[CH2:22]1)([O:16][C:17]([CH3:20])([CH3:19])[CH3:18])=[O:15]. The catalyst is C1COCC1. The product is [C:17]([O:16][C:14]([N:21]1[CH2:26][CH2:25][CH2:24][C:23]([C:10]2[CH:11]=[CH:12][C:7]([Br:6])=[CH:8][CH:9]=2)([OH:27])[CH2:22]1)=[O:15])([CH3:20])([CH3:18])[CH3:19]. The yield is 0.560. (9) The reactants are [C:1]([O:4][CH2:5][CH2:6][C:7]1[CH:12]=[CH:11][C:10]([N:13]2[C:17]3[CH:18]=[C:19]([Cl:26])[C:20]([C:22]([F:25])([F:24])[F:23])=[CH:21][C:16]=3[N:15]=[C:14]2[C:27](Cl)([CH3:29])[CH3:28])=[CH:9][CH:8]=1)(=[O:3])[CH3:2].[N-:31]=[N+:32]=[N-:33].[Na+].O. The catalyst is CN(C=O)C. The product is [C:1]([O:4][CH2:5][CH2:6][C:7]1[CH:12]=[CH:11][C:10]([N:13]2[C:17]3[CH:18]=[C:19]([Cl:26])[C:20]([C:22]([F:23])([F:25])[F:24])=[CH:21][C:16]=3[N:15]=[C:14]2[C:27]([N:31]=[N+:32]=[N-:33])([CH3:29])[CH3:28])=[CH:9][CH:8]=1)(=[O:3])[CH3:2]. The yield is 0.420. (10) The reactants are [Cl:1][C:2]1[CH:7]=[CH:6][C:5]([C:8]2[N:12]([CH:13]([CH:17]3[CH2:22][CH2:21][CH2:20][CH2:19][CH2:18]3)[C:14](O)=[O:15])[C:11]3[CH:23]=[C:24]([F:28])[C:25]([F:27])=[CH:26][C:10]=3[N:9]=2)=[CH:4][CH:3]=1.C(Cl)(=O)C(Cl)=O.[NH2:35][C:36]1[CH:43]=[CH:42][C:39]([C:40]#[N:41])=[CH:38][CH:37]=1.C(N(CC)CC)C. The catalyst is ClCCl. The product is [Cl:1][C:2]1[CH:7]=[CH:6][C:5]([C:8]2[N:12]([CH:13]([CH:17]3[CH2:18][CH2:19][CH2:20][CH2:21][CH2:22]3)[C:14]([NH:35][C:36]3[CH:43]=[CH:42][C:39]([C:40]#[N:41])=[CH:38][CH:37]=3)=[O:15])[C:11]3[CH:23]=[C:24]([F:28])[C:25]([F:27])=[CH:26][C:10]=3[N:9]=2)=[CH:4][CH:3]=1. The yield is 0.810.